From a dataset of Reaction yield outcomes from USPTO patents with 853,638 reactions. Predict the reaction yield, written as a fraction of the theoretical maximum amount of product (1.0 means a 100% yield; for example, 0.34 means a 34% yield). (1) The reactants are [CH3:1][O:2][C:3](=[O:29])[C@H:4]([C@@H:26]([CH3:28])O)[NH:5][C:6](=[O:25])[C:7]1[CH:12]=[CH:11][C:10]([NH:13][C:14]([O:16][CH2:17][C:18]2[CH:23]=[CH:22][CH:21]=[CH:20][CH:19]=2)=[O:15])=[C:9]([CH3:24])[CH:8]=1.CC[N+](S(N=C(OC)[O-])(=O)=O)(CC)CC. The catalyst is C1COCC1. The product is [CH2:17]([O:16][C:14]([NH:13][C:10]1[CH:11]=[CH:12][C:7]([C:6]2[O:25][CH:26]([CH3:28])[CH:4]([C:3]([O:2][CH3:1])=[O:29])[N:5]=2)=[CH:8][C:9]=1[CH3:24])=[O:15])[C:18]1[CH:19]=[CH:20][CH:21]=[CH:22][CH:23]=1. The yield is 0.860. (2) The reactants are [CH3:1][C@H:2]1[C@@:11]2([CH3:27])[C@H:12]([O:22][C:23]([CH2:25][OH:26])=[O:24])[CH2:13][C@:14]([CH:20]=[CH2:21])([CH3:19])[C@@H:15]([OH:18])[C@H:16]([CH3:17])[C@:5]3([C@@H:10]2[C:8](=[O:9])[CH2:7][CH2:6]3)[CH2:4][CH2:3]1.C(N(CC)CC)C.[CH3:35][S:36](Cl)(=[O:38])=[O:37].O. The catalyst is ClCCl. The product is [CH3:1][C@H:2]1[C@:11]2([CH3:27])[C@@H:12]([O:22][C:23]([CH2:25][O:26][S:36]([CH3:35])(=[O:38])=[O:37])=[O:24])[CH2:13][C@@:14]([CH:20]=[CH2:21])([CH3:19])[C@H:15]([OH:18])[C@@H:16]([CH3:17])[C@@:5]3([C@@H:10]2[C:8](=[O:9])[CH2:7][CH2:6]3)[CH2:4][CH2:3]1. The yield is 1.00. (3) The reactants are [NH2:1][NH2:2].[C:3]([O:7][C:8]([NH:10][C@@H:11]([CH3:16])[C:12](OC)=[O:13])=[O:9])([CH3:6])([CH3:5])[CH3:4]. No catalyst specified. The product is [NH:1]([C:12](=[O:13])[C@@H:11]([NH:10][C:8](=[O:9])[O:7][C:3]([CH3:6])([CH3:5])[CH3:4])[CH3:16])[NH2:2]. The yield is 0.840. (4) The reactants are [NH2:1][C:2]1[C:7]([CH2:8][OH:9])=[CH:6][N:5]=[C:4]([S:10][CH3:11])[N:3]=1. The catalyst is O=[Mn]=O.C1COCC1. The product is [NH2:1][C:2]1[C:7]([CH:8]=[O:9])=[CH:6][N:5]=[C:4]([S:10][CH3:11])[N:3]=1. The yield is 0.516. (5) The reactants are [H-].[K+].Br[C:4]1[CH:12]=[C:11]2[C:7]([CH:8]=[CH:9][NH:10]2)=[CH:6][CH:5]=1.C([Li])(C)(C)C.[CH2:18]([S:20]SCC)[CH3:19]. The catalyst is C1COCC1. The product is [CH2:18]([S:20][C:4]1[CH:12]=[C:11]2[C:7]([CH:8]=[CH:9][NH:10]2)=[CH:6][CH:5]=1)[CH3:19]. The yield is 0.770.